Dataset: Full USPTO retrosynthesis dataset with 1.9M reactions from patents (1976-2016). Task: Predict the reactants needed to synthesize the given product. (1) Given the product [C:21]([C:18]1[CH:19]=[CH:20][C:15]([NH:14][C:12](=[O:13])[C:11]2[CH:25]=[CH:26][C:8]([C:3]3[C:2]([F:33])=[CH:7][CH:6]=[CH:5][N:4]=3)=[CH:9][CH:10]=2)=[CH:16][CH:17]=1)([CH3:24])([CH3:23])[CH3:22], predict the reactants needed to synthesize it. The reactants are: N[C:2]1[C:3]([C:8]2[CH:26]=[CH:25][C:11]([C:12]([NH:14][C:15]3[CH:20]=[CH:19][C:18]([C:21]([CH3:24])([CH3:23])[CH3:22])=[CH:17][CH:16]=3)=[O:13])=[CH:10][CH:9]=2)=[N:4][CH:5]=[CH:6][CH:7]=1.N([O-])=O.[Na+].[H+].[B-](F)(F)(F)[F:33]. (2) Given the product [F:9][C:4]1[CH:3]=[C:2]([N:50]2[CH2:55][CH2:54][O:53][CH2:52][CH2:51]2)[CH:7]=[C:6]([F:8])[CH:5]=1, predict the reactants needed to synthesize it. The reactants are: Br[C:2]1[CH:7]=[C:6]([F:8])[CH:5]=[C:4]([F:9])[CH:3]=1.CC(C1C=C(C(C)C)C(C2C=CC=CC=2P(C2CCCCC2)C2CCCCC2)=C(C(C)C)C=1)C.C(=O)([O-])[O-].[K+].[K+].[NH:50]1[CH2:55][CH2:54][O:53][CH2:52][CH2:51]1. (3) Given the product [C:1]([O:5][C:6]([N:8]1[CH2:13][CH2:12][N:11]([C:14]2[N:19]=[C:18]([C:20]3[CH:25]=[CH:24][N:23]=[C:22]([NH:26][CH:27]4[CH2:28][CH2:29][CH2:30][CH2:31][CH2:32]4)[CH:21]=3)[CH:17]=[C:16]([C:33]3[NH:37][N:36]=[N:35][N:34]=3)[CH:15]=2)[CH2:10][CH2:9]1)=[O:7])([CH3:4])([CH3:2])[CH3:3], predict the reactants needed to synthesize it. The reactants are: [C:1]([O:5][C:6]([N:8]1[CH2:13][CH2:12][N:11]([C:14]2[N:19]=[C:18]([C:20]3[CH:25]=[CH:24][N:23]=[C:22]([NH:26][CH:27]4[CH2:32][CH2:31][CH2:30][CH2:29][CH2:28]4)[CH:21]=3)[CH:17]=[C:16]([C:33]#[N:34])[CH:15]=2)[CH2:10][CH2:9]1)=[O:7])([CH3:4])([CH3:3])[CH3:2].[N-:35]=[N+:36]=[N-:37].[Na+].[NH4+].[Cl-]. (4) Given the product [F:1][C:2]([F:7])([F:6])[C:3]([OH:5])=[O:4].[F:8][C:9]([F:14])([F:13])[C:10]([OH:12])=[O:11].[F:1][C:2]([F:7])([F:6])[C:3]([OH:5])=[O:4].[NH2:48][C:49]1[C:50]([C:54]([N:43]2[CH2:44][CH2:45][CH:40]([CH2:39][C:38]([NH:37][C:29]3[CH:30]=[CH:31][C:32]4[NH:33][C:34]5[N:35]=[C:19]([NH:20][C:21]6[CH:22]=[N:23][CH:24]=[C:25]([CH:47]=6)[CH2:26][CH2:27][C:28]=3[CH:36]=4)[N:18]=[CH:17][C:16]=5[Cl:15])=[O:46])[CH2:41][CH2:42]2)=[O:55])=[N:51][O:52][N:53]=1, predict the reactants needed to synthesize it. The reactants are: [F:1][C:2]([F:7])([F:6])[C:3]([OH:5])=[O:4].[F:8][C:9]([F:14])([F:13])[C:10]([OH:12])=[O:11].[Cl:15][C:16]1[CH:17]=[N:18][C:19]2[NH:20][C:21]3[CH:22]=[N:23][CH:24]=[C:25]([CH:47]=3)[CH2:26][CH2:27][C:28]3[CH:36]=[C:32]([NH:33][C:34]=1[N:35]=2)[CH:31]=[CH:30][C:29]=3[NH:37][C:38](=[O:46])[CH2:39][CH:40]1[CH2:45][CH2:44][NH:43][CH2:42][CH2:41]1.[NH2:48][C:49]1[C:50]([C:54](O)=[O:55])=[N:51][O:52][N:53]=1. (5) Given the product [NH2:17][C:10]1([C:14]([OH:16])=[O:15])[CH2:11][CH2:12][CH2:13][N:8]([C:6]([O:5][C:1]([CH3:2])([CH3:3])[CH3:4])=[O:7])[CH2:9]1, predict the reactants needed to synthesize it. The reactants are: [C:1]([O:5][C:6]([N:8]1[CH2:13][CH2:12][CH2:11][C:10]([NH:17]C(OCC2C3C=CC=CC=3C3C2=CC=CC=3)=O)([C:14]([OH:16])=[O:15])[CH2:9]1)=[O:7])([CH3:4])([CH3:3])[CH3:2]. (6) Given the product [C:13]1([CH3:23])[CH:18]=[CH:17][C:16]([S:19]([N:1]2[CH2:7][CH2:6][CH2:5][C:4](=[O:8])[C:3]3[CH:9]=[CH:10][CH:11]=[CH:12][C:2]2=3)(=[O:21])=[O:20])=[CH:15][CH:14]=1, predict the reactants needed to synthesize it. The reactants are: [NH:1]1[CH2:7][CH2:6][CH2:5][C:4](=[O:8])[C:3]2[CH:9]=[CH:10][CH:11]=[CH:12][C:2]1=2.[C:13]1([CH3:23])[CH:18]=[CH:17][C:16]([S:19](Cl)(=[O:21])=[O:20])=[CH:15][CH:14]=1.Cl. (7) Given the product [Si:26]([O:33][CH2:34][CH2:35][NH:36][C:14]1[CH:15]=[CH:16][C:11]([C@H:8]2[CH2:9][CH2:10][C@H:5]([CH2:4][C:3]([O:2][CH3:1])=[O:25])[CH2:6][CH2:7]2)=[CH:12][CH:13]=1)([C:29]([CH3:31])([CH3:32])[CH3:30])([CH3:28])[CH3:27], predict the reactants needed to synthesize it. The reactants are: [CH3:1][O:2][C:3](=[O:25])[CH2:4][C@H:5]1[CH2:10][CH2:9][C@H:8]([C:11]2[CH:16]=[CH:15][C:14](OS(C(F)(F)F)(=O)=O)=[CH:13][CH:12]=2)[CH2:7][CH2:6]1.[Si:26]([O:33][CH2:34][CH2:35][NH2:36])([C:29]([CH3:32])([CH3:31])[CH3:30])([CH3:28])[CH3:27].C(=O)([O-])[O-].[Cs+].[Cs+].CC(C1C=C(C(C)C)C(C2C=CC=CC=2P(C2CCCCC2)C2CCCCC2)=C(C(C)C)C=1)C. (8) Given the product [CH2:17]([N:14]1[CH2:15][CH2:16][N:11]([C:8]2[CH:7]=[C:3]3[C:4]([O:6][C:26](=[O:25])[NH:1][C:2]3=[CH:10][CH:9]=2)=[O:5])[CH2:12][CH2:13]1)[C:18]1[CH:19]=[CH:20][CH:21]=[CH:22][CH:23]=1, predict the reactants needed to synthesize it. The reactants are: [NH2:1][C:2]1[CH:10]=[CH:9][C:8]([N:11]2[CH2:16][CH2:15][N:14]([CH2:17][C:18]3[CH:23]=[CH:22][CH:21]=[CH:20][CH:19]=3)[CH2:13][CH2:12]2)=[CH:7][C:3]=1[C:4]([OH:6])=[O:5].O.[O:25]=[C:26](Cl)OC(Cl)(Cl)Cl.